This data is from Forward reaction prediction with 1.9M reactions from USPTO patents (1976-2016). The task is: Predict the product of the given reaction. (1) The product is: [Cl:25][CH2:26][C:27]([N:15]1[CH2:16][CH2:17][C@H:13]([F:12])[CH2:14]1)=[O:28]. Given the reactants CC1C=CC(S(O)(=O)=O)=CC=1.[F:12][C@H:13]1[CH2:17][CH2:16][NH:15][CH2:14]1.C(N(CC)CC)C.[Cl:25][CH2:26][C:27](Cl)=[O:28], predict the reaction product. (2) Given the reactants [CH:1]([N:4]([CH3:15])[C@@H:5]1[CH2:10][CH2:9][C@H:8]([NH2:11])[C@H:7]([CH2:12][O:13][CH3:14])[CH2:6]1)([CH3:3])[CH3:2].[C:16]([O:20][C:21]([NH:23][CH2:24][C:25](O)=[O:26])=[O:22])([CH3:19])([CH3:18])[CH3:17].C(N(C(C)C)CC)(C)C.CN(C(ON1N=NC2C=CC=NC1=2)=[N+](C)C)C.F[P-](F)(F)(F)(F)F.C([O-])(O)=O.[Na+], predict the reaction product. The product is: [CH:1]([N:4]([CH3:15])[C@@H:5]1[CH2:10][CH2:9][C@H:8]([NH:11][C:25](=[O:26])[CH2:24][NH:23][C:21](=[O:22])[O:20][C:16]([CH3:17])([CH3:18])[CH3:19])[C@H:7]([CH2:12][O:13][CH3:14])[CH2:6]1)([CH3:3])[CH3:2]. (3) Given the reactants C([NH:4][C:5]1[CH:10]=[C:9]([C:11]2[C:16]([F:17])=[CH:15][C:14]([Cl:18])=[C:13]([F:19])[C:12]=2[CH3:20])[N:8]=[C:7]([C:21]([O:23][CH3:24])=[O:22])[C:6]=1[Cl:25])(=O)C.C(Cl)(=O)C, predict the reaction product. The product is: [NH2:4][C:5]1[CH:10]=[C:9]([C:11]2[C:16]([F:17])=[CH:15][C:14]([Cl:18])=[C:13]([F:19])[C:12]=2[CH3:20])[N:8]=[C:7]([C:21]([O:23][CH3:24])=[O:22])[C:6]=1[Cl:25].